This data is from Catalyst prediction with 721,799 reactions and 888 catalyst types from USPTO. The task is: Predict which catalyst facilitates the given reaction. (1) Reactant: [CH2:1]([N:4]([CH3:20])[C:5]([C:7]1[C:8]([I:19])=[C:9]([C:13]([I:18])=[C:14]([NH2:17])[C:15]=1[I:16])[C:10]([Cl:12])=[O:11])=[O:6])[CH:2]=[CH2:3].[C:21]([O:24][CH2:25][C:26](Cl)=[O:27])(=[O:23])[CH3:22]. Product: [CH2:1]([N:4]([CH3:20])[C:5]([C:7]1[C:15]([I:16])=[C:14]([NH:17][C:26]([CH2:25][O:24][C:21](=[O:23])[CH3:22])=[O:27])[C:13]([I:18])=[C:9]([C:10]([Cl:12])=[O:11])[C:8]=1[I:19])=[O:6])[CH:2]=[CH2:3]. The catalyst class is: 44. (2) Reactant: I(C1C=CC=CC=1C(O)=O)(=O)=O.[NH2:13][C:14]([NH:16][C:17]1[NH:18][C:19]2[C:24]([C:25]=1[C:26]([NH2:28])=[O:27])=[CH:23][CH:22]=[C:21]([CH2:29][OH:30])[CH:20]=2)=[O:15].O. Product: [NH2:13][C:14]([NH:16][C:17]1[NH:18][C:19]2[C:24]([C:25]=1[C:26]([NH2:28])=[O:27])=[CH:23][CH:22]=[C:21]([CH:29]=[O:30])[CH:20]=2)=[O:15]. The catalyst class is: 16. (3) Reactant: CON(C)[C:4]([C:6]1[S:7][C:8]([CH2:11][NH:12][C:13]2[CH:18]=[C:17]([O:19][CH2:20][C@H:21]3[CH2:23][C@@H:22]3[C:24]3[CH:29]=[CH:28][C:27]([CH3:30])=[CH:26][N:25]=3)[N:16]=[C:15]([CH3:31])[N:14]=2)=[N:9][N:10]=1)=[O:5].C[Mg+].[Br-].[C:36](=O)(O)[O-].[Na+]. Product: [CH3:31][C:15]1[N:14]=[C:13]([NH:12][CH2:11][C:8]2[S:7][C:6]([C:4](=[O:5])[CH3:36])=[N:10][N:9]=2)[CH:18]=[C:17]([O:19][CH2:20][C@H:21]2[CH2:23][C@@H:22]2[C:24]2[CH:29]=[CH:28][C:27]([CH3:30])=[CH:26][N:25]=2)[N:16]=1. The catalyst class is: 182. (4) Reactant: [N+:1]([C:4]1[CH:9]=[CH:8][C:7]([N:10]2[CH2:15][CH2:14][CH:13]([CH2:16][OH:17])[CH2:12][CH2:11]2)=[CH:6][CH:5]=1)([O-:3])=[O:2].I[CH3:19].[H-].[Na+]. Product: [CH3:19][O:17][CH2:16][CH:13]1[CH2:12][CH2:11][N:10]([C:7]2[CH:8]=[CH:9][C:4]([N+:1]([O-:3])=[O:2])=[CH:5][CH:6]=2)[CH2:15][CH2:14]1. The catalyst class is: 9. (5) Product: [CH3:41][O:40][CH2:39][CH2:38][O:37][C:30]1[CH:31]=[CH:32][CH:33]=[C:34]2[C:29]=1[CH:28]=[C:27]([CH2:26][CH:22]([CH:23]([CH3:25])[CH3:24])[CH2:21][CH:20]([NH:42][C:43](=[O:49])[O:44][C:45]([CH3:47])([CH3:46])[CH3:48])[CH:18]1[CH2:7][O:19]1)[CH:36]=[CH:35]2. The catalyst class is: 16. Reactant: [I-].C[S+](C)(C)=O.[CH3:7]C(C)([O-])C.[K+].O1CCCC1.[CH:18]([CH:20]([NH:42][C:43](=[O:49])[O:44][C:45]([CH3:48])([CH3:47])[CH3:46])[CH2:21][CH:22]([CH2:26][C:27]1[CH:36]=[CH:35][C:34]2[C:29](=[C:30]([O:37][CH2:38][CH2:39][O:40][CH3:41])[CH:31]=[CH:32][CH:33]=2)[CH:28]=1)[CH:23]([CH3:25])[CH3:24])=[O:19]. (6) Reactant: [Br:1][C:2]1[CH:8]=[C:7]([C:9]([CH3:12])([CH3:11])[CH3:10])[CH:6]=[C:5]([Br:13])[C:3]=1N.OS(O)(=O)=O.N([O-])=O.[Na+].CCOC(C)=O. Product: [Br:1][C:2]1[CH:8]=[C:7]([C:9]([CH3:11])([CH3:10])[CH3:12])[CH:6]=[C:5]([Br:13])[CH:3]=1. The catalyst class is: 88. (7) Reactant: C(OC([NH:8][C@H:9]([C:14]([NH:16][C@H:17]1[C@@H:24]2[C@@H:20]([CH2:21][N:22]([CH2:25][C:26]3[CH:31]=[CH:30][CH:29]=[C:28]([C:32]([F:35])([F:34])[F:33])[CH:27]=3)[CH2:23]2)[CH2:19][CH2:18]1)=[O:15])[CH2:10][CH:11]([CH3:13])[CH3:12])=O)(C)(C)C.Cl. Product: [F:34][C:32]([F:33])([F:35])[C:28]1[CH:27]=[C:26]([CH:31]=[CH:30][CH:29]=1)[CH2:25][N:22]1[CH2:23][C@H:24]2[C@@H:17]([NH:16][C:14](=[O:15])[C@H:9]([CH2:10][CH:11]([CH3:12])[CH3:13])[NH2:8])[CH2:18][CH2:19][C@H:20]2[CH2:21]1. The catalyst class is: 28. (8) Reactant: [CH2:1]([O:3][C:4]([C:6]1[N:7]([CH3:28])[C:8]([CH2:24][CH2:25][CH2:26][OH:27])=[C:9]([C:18]2[CH:23]=[CH:22][N:21]=[CH:20][CH:19]=2)[C:10]=1[C:11]1[CH:16]=[CH:15][C:14]([F:17])=[CH:13][CH:12]=1)=[O:5])[CH3:2].C(N(CC)CC)C.[CH3:36][S:37](Cl)(=[O:39])=[O:38]. Product: [CH2:1]([O:3][C:4]([C:6]1[N:7]([CH3:28])[C:8]([CH2:24][CH2:25][CH2:26][O:27][S:37]([CH3:36])(=[O:39])=[O:38])=[C:9]([C:18]2[CH:23]=[CH:22][N:21]=[CH:20][CH:19]=2)[C:10]=1[C:11]1[CH:12]=[CH:13][C:14]([F:17])=[CH:15][CH:16]=1)=[O:5])[CH3:2]. The catalyst class is: 124. (9) Reactant: [NH2:1][C:2]1[CH:11]=[C:10]2[C:5]([CH:6]=[CH:7][C:8]([C:12]([NH:14][C:15]3[CH:16]=[C:17]([CH:22]=[CH:23][CH:24]=3)[C:18]([O:20][CH3:21])=[O:19])=[O:13])=[CH:9]2)=[CH:4][CH:3]=1.[OH-:25].[Na+].ClC(Cl)(O[C:31](=[O:37])[O:32][C:33](Cl)(Cl)Cl)Cl.Cl.[CH2:40]1[CH2:44][O:43][CH2:42][CH2:41]1. Product: [CH3:21][O:20][C:18]([C:17]1[CH:16]=[C:15]([NH:14][C:12]([C:8]2[CH:9]=[C:10]3[C:5]([CH:4]=[CH:3][C:2]([NH:1][C:12]([NH:14][C:15]4[CH:16]=[C:42]5[C:22]([CH:17]=[CH:18][C:40]([C:44]([NH:1][C:2]6[CH:11]=[C:10]([CH:5]=[CH:4][CH:3]=6)[C:31]([O:32][CH3:33])=[O:37])=[O:43])=[CH:41]5)=[CH:23][CH:24]=4)=[O:25])=[CH:11]3)=[CH:6][CH:7]=2)=[O:13])[CH:24]=[CH:23][CH:22]=1)=[O:19]. The catalyst class is: 6.